This data is from Reaction yield outcomes from USPTO patents with 853,638 reactions. The task is: Predict the reaction yield, written as a fraction of the theoretical maximum amount of product (1.0 means a 100% yield; for example, 0.34 means a 34% yield). (1) The reactants are [CH3:1][C:2]([C:7]1[NH:8][C:9]2[C:14]([CH:15]=1)=[CH:13][C:12]([N+:16]([O-:18])=[O:17])=[CH:11][CH:10]=2)([CH3:6])[C:3]([NH2:5])=O.Cl. The catalyst is C1COCC1. The product is [CH3:6][C:2]([C:7]1[NH:8][C:9]2[C:14]([CH:15]=1)=[CH:13][C:12]([N+:16]([O-:18])=[O:17])=[CH:11][CH:10]=2)([CH3:1])[CH2:3][NH2:5]. The yield is 0.430. (2) The reactants are [CH2:1]([O:8][C:9]([C@@:11]([OH:19])([CH2:16][CH:17]=[CH2:18])[CH2:12][C:13]([OH:15])=O)=[O:10])[C:2]1[CH:7]=[CH:6][CH:5]=[CH:4][CH:3]=1.C(N(CC)CC)C.ClC1C=C(Cl)C=C(Cl)C=1C(Cl)=O. The catalyst is C(Cl)Cl. The product is [CH2:16]([C@:11]1([C:9]([O:8][CH2:1][C:2]2[CH:3]=[CH:4][CH:5]=[CH:6][CH:7]=2)=[O:10])[CH2:12][C:13](=[O:15])[O:19]1)[CH:17]=[CH2:18]. The yield is 0.670. (3) The reactants are C(S)(C)(C)C.[C:6]([S:14][C:15]([CH3:18])([CH3:17])[CH3:16])(=[O:13])[C:7]1[CH:12]=[CH:11][CH:10]=[CH:9][CH:8]=1.C(Cl)(=O)C1C=CC=CC=1. The catalyst is N1C=CC=CC=1. The product is [C:6]([S:14][C:15]([CH3:18])([CH3:17])[CH3:16])(=[O:13])[C:7]1[CH:12]=[CH:11][CH:10]=[CH:9][CH:8]=1. The yield is 0.501. (4) The reactants are C[O:2][CH:3](OC)[C:4]1[CH:9]=[CH:8][C:7]([CH:10]2[NH:22][C:20]3[C:21]4[C:12](=[N:13][NH:14][C:15](=[O:23])[C:16]=4[CH:17]=[CH:18][CH:19]=3)[CH:11]2[C:24]2[CH:29]=[CH:28][CH:27]=[CH:26][CH:25]=2)=[CH:6][CH:5]=1.C(=O)([O-])[O-].[K+].[K+]. The catalyst is Cl. The product is [O:23]=[C:15]1[C:16]2[CH:17]=[CH:18][CH:19]=[C:20]3[NH:22][CH:10]([C:7]4[CH:6]=[CH:5][C:4]([CH:3]=[O:2])=[CH:9][CH:8]=4)[CH:11]([C:24]4[CH:29]=[CH:28][CH:27]=[CH:26][CH:25]=4)[C:12]([C:21]=23)=[N:13][NH:14]1. The yield is 0.730. (5) The reactants are C(OC(=O)[NH:7][C:8]([CH3:16])([CH3:15])[CH2:9][CH2:10][CH2:11][N+:12]([O-:14])=[O:13])(C)(C)C.[C:18]([OH:24])([C:20]([F:23])([F:22])[F:21])=[O:19]. The catalyst is C(Cl)Cl. The product is [F:21][C:20]([F:23])([F:22])[C:18]([OH:24])=[O:19].[CH3:15][C:8]([NH2:7])([CH3:16])[CH2:9][CH2:10][CH2:11][N+:12]([O-:14])=[O:13]. The yield is 0.880. (6) The reactants are [CH2:1]([CH:3]1[CH2:8][N:7]([CH:9]2[CH2:12][O:11][CH2:10]2)[CH2:6][CH2:5][N:4]1[C:13]1[CH:14]=[CH:15][C:16]([NH:19][C:20]2[C:25](=[O:26])[N:24]([CH3:27])[CH:23]=[C:22]([C:28]3[C:33]([CH:34]=[O:35])=[C:32]([N:36]4[CH2:48][CH2:47][C:46]5[N:45]6[C:40]([CH2:41][CH2:42][CH2:43][CH2:44]6)=[CH:39][C:38]=5[C:37]4=[O:49])[N:31]=[CH:30][CH:29]=3)[CH:21]=2)=[N:17][CH:18]=1)[CH3:2].[BH4-].[Na+].O. The catalyst is CO. The product is [CH2:1]([C@H:3]1[CH2:8][N:7]([CH:9]2[CH2:10][O:11][CH2:12]2)[CH2:6][CH2:5][N:4]1[C:13]1[CH:14]=[CH:15][C:16]([NH:19][C:20]2[C:25](=[O:26])[N:24]([CH3:27])[CH:23]=[C:22]([C:28]3[CH:29]=[CH:30][N:31]=[C:32]([N:36]4[CH2:48][CH2:47][C:46]5[N:45]6[C:40]([CH2:41][CH2:42][CH2:43][CH2:44]6)=[CH:39][C:38]=5[C:37]4=[O:49])[C:33]=3[CH2:34][OH:35])[CH:21]=2)=[N:17][CH:18]=1)[CH3:2]. The yield is 0.810. (7) The reactants are Br[C:2]1[CH:3]=[C:4]([C@:8]2([CH3:24])[CH2:13][C:12](=[O:14])[N:11]([CH3:15])[C:10](=[N:16][C:17](=[O:23])[O:18][C:19]([CH3:22])([CH3:21])[CH3:20])[NH:9]2)[CH:5]=[CH:6][CH:7]=1.[Cl:25][C:26]1[CH:27]=[CH:28][C:29]([OH:35])=[C:30](B(O)O)[CH:31]=1.C([O-])([O-])=O.[K+].[K+]. The catalyst is C(COC)OC.C(O)(C)(C)C.[Pd]. The product is [Cl:25][C:26]1[CH:31]=[C:30]([C:2]2[CH:3]=[C:4]([C@:8]3([CH3:24])[CH2:13][C:12](=[O:14])[N:11]([CH3:15])[C:10](=[N:16][C:17](=[O:23])[O:18][C:19]([CH3:21])([CH3:22])[CH3:20])[NH:9]3)[CH:5]=[CH:6][CH:7]=2)[C:29]([OH:35])=[CH:28][CH:27]=1. The yield is 0.480. (8) The reactants are [CH2:1]([O:8][C:9]1[CH:10]=[CH:11][C:12]([C@@H:20]([OH:23])[CH2:21][Br:22])=[C:13]2[C:18]=1[NH:17][C:16](=[O:19])[CH:15]=[CH:14]2)[C:2]1[CH:7]=[CH:6][CH:5]=[CH:4][CH:3]=1.CN(C)C=O.N1C(C)=CC=CC=1C.FC(F)(F)S(O[Si:43]([C:46]([CH3:49])([CH3:48])[CH3:47])([CH3:45])[CH3:44])(=O)=O. The catalyst is C1CCCCC1.CO. The product is [CH2:1]([O:8][C:9]1[CH:10]=[CH:11][C:12]([C@@H:20]([O:23][Si:43]([C:46]([CH3:49])([CH3:48])[CH3:47])([CH3:45])[CH3:44])[CH2:21][Br:22])=[C:13]2[C:18]=1[NH:17][C:16](=[O:19])[CH:15]=[CH:14]2)[C:2]1[CH:3]=[CH:4][CH:5]=[CH:6][CH:7]=1. The yield is 0.800.